This data is from Forward reaction prediction with 1.9M reactions from USPTO patents (1976-2016). The task is: Predict the product of the given reaction. (1) Given the reactants [H-].C([Al+]CC(C)C)C(C)C.[CH:11]1([N:14]2[C:22]3[C:17](=[CH:18][CH:19]=[C:20]([C:23]4[N:27]([C:28]5[CH:37]=[CH:36][C:31]([C:32](OC)=[O:33])=[CH:30][CH:29]=5)[N:26]=[CH:25][CH:24]=4)[CH:21]=3)[C:16]([CH2:38][CH3:39])=[N:15]2)[CH2:13][CH2:12]1.CO.C(OCC)(=O)C, predict the reaction product. The product is: [CH:11]1([N:14]2[C:22]3[C:17](=[CH:18][CH:19]=[C:20]([C:23]4[N:27]([C:28]5[CH:29]=[CH:30][C:31]([CH2:32][OH:33])=[CH:36][CH:37]=5)[N:26]=[CH:25][CH:24]=4)[CH:21]=3)[C:16]([CH2:38][CH3:39])=[N:15]2)[CH2:13][CH2:12]1. (2) The product is: [Cl:1][C:2]1[C:3]([N:8]2[CH2:9][CH2:10][N:11]([S:24]([C:14]3[C:23]4[C:18](=[CH:19][CH:20]=[CH:21][CH:22]=4)[CH:17]=[CH:16][CH:15]=3)(=[O:26])=[O:25])[CH2:12][CH2:13]2)=[N:4][CH:5]=[CH:6][CH:7]=1. Given the reactants [Cl:1][C:2]1[C:3]([N:8]2[CH2:13][CH2:12][NH:11][CH2:10][CH2:9]2)=[N:4][CH:5]=[CH:6][CH:7]=1.[C:14]1([S:24](Cl)(=[O:26])=[O:25])[C:23]2[C:18](=[CH:19][CH:20]=[CH:21][CH:22]=2)[CH:17]=[CH:16][CH:15]=1.S(Cl)(Cl)(=O)=O.C(N(C(C)C)CC)(C)C, predict the reaction product. (3) Given the reactants [C:9](O[C:9]([O:11][C:12]([CH3:15])([CH3:14])[CH3:13])=[O:10])([O:11][C:12]([CH3:15])([CH3:14])[CH3:13])=[O:10].[NH2:16][C:17]1[CH:22]=[C:21]([Cl:23])[CH:20]=[CH:19][C:18]=1[OH:24], predict the reaction product. The product is: [C:12]([O:11][C:9](=[O:10])[NH:16][C:17]1[CH:22]=[C:21]([Cl:23])[CH:20]=[CH:19][C:18]=1[OH:24])([CH3:13])([CH3:14])[CH3:15]. (4) Given the reactants [CH3:1][O:2][C:3]1[CH:4]=[C:5]([C:9]2[C:10]([C:25]3[CH:30]=[CH:29][N:28]=[CH:27][CH:26]=3)=[N:11][N:12]3[C:17]([C:18]4[CH:23]=[CH:22][N+:21]([O-])=[CH:20][CH:19]=4)=[CH:16][CH:15]=[N:14][C:13]=23)[CH:6]=[CH:7][CH:8]=1.O=P(Cl)(Cl)[Cl:33], predict the reaction product. The product is: [Cl:33][C:22]1[CH:23]=[C:18]([C:17]2[N:12]3[N:11]=[C:10]([C:25]4[CH:30]=[CH:29][N:28]=[CH:27][CH:26]=4)[C:9]([C:5]4[CH:6]=[CH:7][CH:8]=[C:3]([O:2][CH3:1])[CH:4]=4)=[C:13]3[N:14]=[CH:15][CH:16]=2)[CH:19]=[CH:20][N:21]=1. (5) Given the reactants [Cl:1][C:2]1[CH:3]=[C:4]2[C:10]([CH2:11][CH2:12][NH2:13])=[C:9]([Si:14]([CH2:19][CH3:20])([CH2:17][CH3:18])[CH2:15][CH3:16])[NH:8][C:5]2=[N:6][CH:7]=1.[F:21][C:22]1[CH:36]=[CH:35][C:34]([F:37])=[CH:33][C:23]=1[CH2:24][C:25]1[O:29][N:28]=[C:27]([C:30](O)=[O:31])[CH:26]=1.CN(C(ON1N=NC2C=CC=NC1=2)=[N+](C)C)C.F[P-](F)(F)(F)(F)F.C(N(CC)C(C)C)(C)C, predict the reaction product. The product is: [Cl:1][C:2]1[CH:3]=[C:4]2[C:10]([CH2:11][CH2:12][NH:13][C:30]([C:27]3[CH:26]=[C:25]([CH2:24][C:23]4[CH:33]=[C:34]([F:37])[CH:35]=[CH:36][C:22]=4[F:21])[O:29][N:28]=3)=[O:31])=[C:9]([Si:14]([CH2:15][CH3:16])([CH2:19][CH3:20])[CH2:17][CH3:18])[NH:8][C:5]2=[N:6][CH:7]=1. (6) Given the reactants [C:1](Cl)(=[O:8])[C:2]1[CH:7]=[CH:6][CH:5]=[CH:4][CH:3]=1.[NH2:10][C:11](=[N:17]O)[C:12]([O:14][CH2:15][CH3:16])=[O:13].C(N(CC)C(C)C)(C)C.O, predict the reaction product. The product is: [C:2]1([C:1]2[O:8][N:17]=[C:11]([C:12]([O:14][CH2:15][CH3:16])=[O:13])[N:10]=2)[CH:7]=[CH:6][CH:5]=[CH:4][CH:3]=1. (7) The product is: [ClH:38].[ClH:38].[CH2:39]([O:41][C:30]([C:27]1[CH:28]=[C:29]2[C:24](=[CH:25][CH:26]=1)[NH:23][N:22]=[C:21]2[C:16]1[CH:15]=[CH:14][C:13]2[C:18](=[CH:19][CH:20]=[C:11]([O:10][CH2:9][CH2:8][N:3]3[CH:4]([CH3:7])[CH2:5][CH2:6][CH:2]3[CH3:1])[CH:12]=2)[CH:17]=1)=[NH:31])[CH3:40]. Given the reactants [CH3:1][CH:2]1[CH2:6][CH2:5][CH:4]([CH3:7])[N:3]1[CH2:8][CH2:9][O:10][C:11]1[CH:12]=[C:13]2[C:18](=[CH:19][CH:20]=1)[CH:17]=[C:16]([C:21]1[C:29]3[C:24](=[CH:25][CH:26]=[C:27]([C:30]#[N:31])[CH:28]=3)[N:23](C3CCCCO3)[N:22]=1)[CH:15]=[CH:14]2.[ClH:38].[CH2:39]([OH:41])[CH3:40], predict the reaction product.